This data is from Full USPTO retrosynthesis dataset with 1.9M reactions from patents (1976-2016). The task is: Predict the reactants needed to synthesize the given product. Given the product [NH:19]1[CH2:20][CH2:21][CH:16]([CH2:15][O:14][C:11]2[C:10]3[C:5]([O:4][CH2:3][C:2]([F:1])([F:29])[F:30])=[CH:6][CH:7]=[CH:8][C:9]=3[O:13][N:12]=2)[CH2:17][CH2:18]1, predict the reactants needed to synthesize it. The reactants are: [F:1][C:2]([F:30])([F:29])[CH2:3][O:4][C:5]1[C:10]2[C:11]([O:14][CH2:15][CH:16]3[CH2:21][CH2:20][N:19](C(OC(C)(C)C)=O)[CH2:18][CH2:17]3)=[N:12][O:13][C:9]=2[CH:8]=[CH:7][CH:6]=1.O.ClCCl.N.